This data is from Catalyst prediction with 721,799 reactions and 888 catalyst types from USPTO. The task is: Predict which catalyst facilitates the given reaction. (1) Reactant: [CH3:1][O:2][C:3]1[CH:8]=[CH:7][C:6]([CH2:9][CH2:10][CH3:11])=[CH:5][CH:4]=1.C(C1C(=O)C(Cl)=C(Cl)C(=[O:17])C=1C#N)#N.O1CCOCC1. Product: [CH3:1][O:2][C:3]1[CH:8]=[CH:7][C:6]([CH:9]=[CH:10][CH:11]=[O:17])=[CH:5][CH:4]=1. The catalyst class is: 22. (2) Reactant: [CH3:1][S:2][C:3]1[CH:18]=[CH:17][C:6]([O:7][C:8]2[CH:13]=[CH:12][C:11]([N+:14]([O-:16])=[O:15])=[CH:10][CH:9]=2)=[CH:5][CH:4]=1.C1C=C(Cl)C=C(C(OO)=[O:27])C=1.[OH-:30].[Na+]. Product: [CH3:1][S:2]([C:3]1[CH:18]=[CH:17][C:6]([O:7][C:8]2[CH:13]=[CH:12][C:11]([N+:14]([O-:16])=[O:15])=[CH:10][CH:9]=2)=[CH:5][CH:4]=1)(=[O:27])=[O:30]. The catalyst class is: 4. (3) Reactant: CN(C(N[C@H](C(O)=O)C(C)C)=[O:13])CC1N=C(C(C)C)SC=1.[NH2:22][C@@H:23]([CH2:45][C:46]1[CH:51]=[CH:50][CH:49]=[CH:48][CH:47]=1)[CH2:24][C@H:25](O)[C@@H:26]([NH:34][C:35]([O:37][CH2:38][C:39]1[S:43][CH:42]=[N:41][CH:40]=1)=[O:36])[CH2:27][C:28]1[CH:33]=[CH:32][CH:31]=[CH:30][CH:29]=1.O.ON1C2C=CC=CC=2N=N1.C(N=C=NCCCN(C)C)C. Product: [NH2:22][C@H:23]([C@@H:24]([OH:13])[CH2:25][C@@H:26]([NH:34][C:35]([O:37][CH2:38][C:39]1[S:43][CH:42]=[N:41][CH:40]=1)=[O:36])[CH2:27][C:28]1[CH:33]=[CH:32][CH:31]=[CH:30][CH:29]=1)[CH2:45][C:46]1[CH:51]=[CH:50][CH:49]=[CH:48][CH:47]=1. The catalyst class is: 1. (4) Reactant: [Cl:1][C:2]1[CH:27]=[CH:26][C:5]([O:6][CH2:7][C:8]([N:10]2[CH2:15][C@@H:14]([CH3:16])[N:13]([CH2:17][C:18]3[CH:23]=[CH:22][C:21]([F:24])=[CH:20][CH:19]=3)[CH2:12][C@@H:11]2[CH3:25])=[O:9])=[C:4]([C:28]([OH:30])=O)[CH:3]=1.ClC(OCC(C)C)=O.[CH3:39][N:40]1CCOCC1.CN. Product: [Cl:1][C:2]1[CH:27]=[CH:26][C:5]([O:6][CH2:7][C:8]([N:10]2[CH2:15][C@@H:14]([CH3:16])[N:13]([CH2:17][C:18]3[CH:23]=[CH:22][C:21]([F:24])=[CH:20][CH:19]=3)[CH2:12][C@@H:11]2[CH3:25])=[O:9])=[C:4]([C:28]([NH:40][CH3:39])=[O:30])[CH:3]=1. The catalyst class is: 7. (5) Reactant: [O:1]=[C:2]1[NH:7][C:6](=[O:8])[C:5]([C:9]2[N:14]=[C:13]([C:15]#[N:16])[CH:12]=[CH:11][CH:10]=2)=[CH:4][N:3]1[CH2:17][CH2:18][CH2:19][N:20]1[CH2:25][C@H:24]2[C@:22]([C:26]3[CH:31]=[CH:30][C:29]([C:32]([F:35])([F:34])[F:33])=[CH:28][CH:27]=3)([CH2:23]2)[CH2:21]1.[ClH:36]. Product: [ClH:36].[ClH:36].[O:1]=[C:2]1[NH:7][C:6](=[O:8])[C:5]([C:9]2[N:14]=[C:13]([C:15]#[N:16])[CH:12]=[CH:11][CH:10]=2)=[CH:4][N:3]1[CH2:17][CH2:18][CH2:19][N:20]1[CH2:25][C@H:24]2[C@:22]([C:26]3[CH:27]=[CH:28][C:29]([C:32]([F:34])([F:35])[F:33])=[CH:30][CH:31]=3)([CH2:23]2)[CH2:21]1. The catalyst class is: 12. (6) Reactant: [F:1][C:2]1[CH:9]=[CH:8][CH:7]=[C:6]([OH:10])[C:3]=1[CH:4]=[O:5].[CH3:11][O:12][CH2:13]Cl.C(=O)([O-])[O-].[K+].[K+].O. Product: [F:1][C:2]1[CH:9]=[CH:8][CH:7]=[C:6]([O:10][CH2:11][O:12][CH3:13])[C:3]=1[CH:4]=[O:5]. The catalyst class is: 9.